From a dataset of Forward reaction prediction with 1.9M reactions from USPTO patents (1976-2016). Predict the product of the given reaction. (1) Given the reactants [CH2:1]([O:3][C:4]1[C:9]([CH:10]([CH3:12])[CH3:11])=[CH:8][C:7]([CH:13]([CH3:15])[CH3:14])=[CH:6][C:5]=1B(O)O)[CH3:2].Br[C:20]1[C:28]2[C:23](=[CH:24][N:25]=[C:26]([C:29](=[O:31])[CH3:30])[CH:27]=2)[S:22][CH:21]=1.C(=O)([O-])[O-].[Na+].[Na+], predict the reaction product. The product is: [CH2:1]([O:3][C:4]1[C:9]([CH:10]([CH3:12])[CH3:11])=[CH:8][C:7]([CH:13]([CH3:15])[CH3:14])=[CH:6][C:5]=1[C:20]1[C:28]2[C:23](=[CH:24][N:25]=[C:26]([C:29](=[O:31])[CH3:30])[CH:27]=2)[S:22][CH:21]=1)[CH3:2]. (2) Given the reactants [F:1][C:2]([F:14])([F:13])[C:3]1[CH:4]=[CH:5][C:6]2[S:10][C:9](=[O:11])[NH:8][C:7]=2[CH:12]=1.[CH3:15][N:16]([CH3:35])[CH2:17][CH2:18][CH2:19][O:20][C:21]1[CH:22]=[N:23][C:24]([C:27]2[CH:28]=[C:29]([CH2:33]O)[CH:30]=[CH:31][CH:32]=2)=[N:25][CH:26]=1.C1(P(C2C=CC=CC=2)C2C=CC=CC=2)C=CC=CC=1.N(C(OC(C)(C)C)=O)=NC(OC(C)(C)C)=O, predict the reaction product. The product is: [CH3:35][N:16]([CH3:15])[CH2:17][CH2:18][CH2:19][O:20][C:21]1[CH:26]=[N:25][C:24]([C:27]2[CH:28]=[C:29]([CH:30]=[CH:31][CH:32]=2)[CH2:33][N:8]2[C:7]3[CH:12]=[C:3]([C:2]([F:1])([F:13])[F:14])[CH:4]=[CH:5][C:6]=3[S:10][C:9]2=[O:11])=[N:23][CH:22]=1.